Dataset: Forward reaction prediction with 1.9M reactions from USPTO patents (1976-2016). Task: Predict the product of the given reaction. The product is: [CH3:1][O:2][C:3]([NH:5][C@H:6]([C:11]([N:13]1[C@@H:17]([CH3:18])[CH2:16][CH2:15][C@H:14]1[C:19]1[NH:23][C:22]2[C:24]3[C:29]([CH:30]=[CH:31][C:21]=2[N:20]=1)=[CH:28][C:27]1[C:32]2[C:37]([CH2:38][O:39][C:26]=1[CH:25]=3)=[CH:36][C:35]([C:40]1[NH:44][C:43]([C@@H:45]3[CH2:49][CH2:48][C@H:47]([CH3:50])[N:46]3[C:51](=[O:61])[C@@H:52]([NH:56][C:57](=[O:60])[O:58][CH3:59])[CH:53]([CH3:54])[CH3:55])=[N:42][CH:41]=1)=[CH:34][CH:33]=2)=[O:12])[C@H:7]([CH3:10])[O:8][CH3:9])=[O:4]. Given the reactants [CH3:1][O:2][C:3]([NH:5][C@H:6]([C:11]([N:13]1[C@@H:17]([CH3:18])[CH2:16][CH2:15][C@H:14]1[C:19]1[NH:23][C:22]2[C:24]3[C:29]([CH:30]=[CH:31][C:21]=2[N:20]=1)=[CH:28][C:27]1[C:32]2[C:37]([CH2:38][O:39][C:26]=1[CH:25]=3)=[CH:36][C:35]([C:40]1[NH:44][C:43]([C@@H:45]3[CH2:49][CH2:48][C@H:47]([CH3:50])[N:46]3[C:51](=[O:61])[C@@H:52]([NH:56][C:57](=[O:60])[O:58][CH3:59])[CH:53]([CH3:55])[CH3:54])=[N:42][CH:41]=1)=[CH:34][CH:33]=2)=[O:12])[C@@H:7]([CH3:10])[O:8][CH3:9])=[O:4].CO[C@@H](C)[C@H](NC(OC)=O)C(O)=O, predict the reaction product.